This data is from Reaction yield outcomes from USPTO patents with 853,638 reactions. The task is: Predict the reaction yield, written as a fraction of the theoretical maximum amount of product (1.0 means a 100% yield; for example, 0.34 means a 34% yield). (1) The product is [O:16]=[C:5]1[C:4]2([C:20]3=[CH:21][C:22]4[O:26][CH2:25][O:24][C:23]=4[CH:27]=[C:19]3[O:18][CH2:17]2)[C:3]2[C:2]([C:46]([NH:35][C:36]3[CH:41]=[CH:40][CH:39]=[CH:38][N:37]=3)=[O:47])=[CH:10][CH:9]=[CH:8][C:7]=2[N:6]1[CH2:11][CH2:12][CH2:13][CH2:14][CH3:15]. The reactants are Br[C:2]1[CH:10]=[CH:9][CH:8]=[C:7]2[C:3]=1[C:4]1([C:20]3=[CH:21][C:22]4[O:26][CH2:25][O:24][C:23]=4[CH:27]=[C:19]3[O:18][CH2:17]1)[C:5](=[O:16])[N:6]2[CH2:11][CH2:12][CH2:13][CH2:14][CH3:15].C(N(CC)CC)C.[NH2:35][C:36]1[CH:41]=[CH:40][CH:39]=[CH:38][N:37]=1.[C]=O.CN(C)[CH:46]=[O:47]. The catalyst is C(OCC)(=O)C.C1C=CC([P]([Pd]([P](C2C=CC=CC=2)(C2C=CC=CC=2)C2C=CC=CC=2)([P](C2C=CC=CC=2)(C2C=CC=CC=2)C2C=CC=CC=2)[P](C2C=CC=CC=2)(C2C=CC=CC=2)C2C=CC=CC=2)(C2C=CC=CC=2)C2C=CC=CC=2)=CC=1. The yield is 0.140. (2) The reactants are [OH:1][C:2]1[CH:3]=[C:4]2[C:8](=[CH:9][CH:10]=1)[C:7](=[O:11])[CH2:6][CH2:5]2.[C:12]1(B(O)O)[CH:17]=[CH:16][CH:15]=[CH:14][CH:13]=1.N1C=CC=CC=1. The catalyst is ClCCl.C([O-])(=O)C.[Cu+2].C([O-])(=O)C. The product is [O:1]([C:2]1[CH:3]=[C:4]2[C:8](=[CH:9][CH:10]=1)[C:7](=[O:11])[CH2:6][CH2:5]2)[C:12]1[CH:17]=[CH:16][CH:15]=[CH:14][CH:13]=1. The yield is 0.970. (3) The reactants are Br[C:2]1[N:6]2[N:7]=[CH:8][CH:9]=[CH:10][C:5]2=[CH:4][C:3]=1[C:11]([O:13][CH3:14])=[O:12].C([Sn](CCCC)(CCCC)[C:20]1[CH:25]=[CH:24][CH:23]=[CH:22][N:21]=1)CCC. The catalyst is O1CCOCC1.CCOC(C)=O.Cl[Pd](Cl)([P](C1C=CC=CC=1)(C1C=CC=CC=1)C1C=CC=CC=1)[P](C1C=CC=CC=1)(C1C=CC=CC=1)C1C=CC=CC=1. The product is [N:21]1[CH:22]=[CH:23][CH:24]=[CH:25][C:20]=1[C:2]1[N:6]2[N:7]=[CH:8][CH:9]=[CH:10][C:5]2=[CH:4][C:3]=1[C:11]([O:13][CH3:14])=[O:12]. The yield is 0.680. (4) The reactants are [N:1]1[N:2]([C:10]2[CH:15]=[C:14]([C:16]([CH3:19])([CH3:18])[CH3:17])[CH:13]=[C:12]([C:20]([CH3:23])([CH3:22])[CH3:21])[C:11]=2[OH:24])[N:3]=[C:4]2[CH:9]=[CH:8][CH:7]=[CH:6][C:5]=12.[OH-].[Na+].[BrH:27].[Br:28]Br. The catalyst is CC(C)=O.O. The product is [C:20]([C:12]1[CH:13]=[C:14]([C:16]([CH3:17])([CH3:18])[CH3:19])[CH:15]=[C:10]([N:2]2[N:3]=[C:4]3[C:9]([Br:28])=[CH:8][CH:7]=[C:6]([Br:27])[C:5]3=[N:1]2)[C:11]=1[OH:24])([CH3:23])([CH3:22])[CH3:21]. The yield is 0.0510. (5) The reactants are [CH3:1][S:2][C:3]1[N:12]=[CH:11][C:10]2[CH:9]=[CH:8][C:7]3[C:13]([C:16]([NH2:18])=[O:17])=[N:14][NH:15][C:6]=3[C:5]=2[N:4]=1.CS(O[CH:24]1[CH2:30][CH:29]2[N:31]([C:32]([O:34][CH2:35][C:36]([Cl:39])([Cl:38])[Cl:37])=[O:33])[CH:26]([CH2:27][CH2:28]2)[CH2:25]1)(=O)=O.C(=O)([O-])[O-].[Cs+].[Cs+].C(OCC)(=O)C. The catalyst is CN(C=O)C.O. The product is [C:16]([C:13]1[C:7]2[CH:8]=[CH:9][C:10]3[CH:11]=[N:12][C:3]([S:2][CH3:1])=[N:4][C:5]=3[C:6]=2[N:15]([CH:24]2[CH2:30][CH:29]3[N:31]([C:32]([O:34][CH2:35][C:36]([Cl:38])([Cl:39])[Cl:37])=[O:33])[CH:26]([CH2:27][CH2:28]3)[CH2:25]2)[N:14]=1)(=[O:17])[NH2:18]. The yield is 0.700. (6) The reactants are [C:1]([C:3]1[N:8]=[CH:7][C:6]([CH:9]([CH3:13])[C:10]([OH:12])=O)=[CH:5][CH:4]=1)#[N:2].ON1C2C=CC=CC=2N=N1.C(N=C=NCCCN(C)C)C.[Cl:35][C:36]1[CH:37]=[C:38]([N:42]2[C:46]([CH2:47][NH2:48])=[CH:45][C:44]([C:49]([F:52])([F:51])[F:50])=[N:43]2)[CH:39]=[CH:40][CH:41]=1. The catalyst is C(#N)C.O. The product is [Cl:35][C:36]1[CH:37]=[C:38]([N:42]2[C:46]([CH2:47][NH:48][C:10](=[O:12])[CH:9]([C:6]3[CH:7]=[N:8][C:3]([C:1]#[N:2])=[CH:4][CH:5]=3)[CH3:13])=[CH:45][C:44]([C:49]([F:50])([F:51])[F:52])=[N:43]2)[CH:39]=[CH:40][CH:41]=1. The yield is 0.540. (7) The reactants are Cl[C:2]1[C:3]2[CH2:16][CH2:15][N:14]([C:17]3[CH:22]=[CH:21][N:20]=[CH:19][CH:18]=3)[C:4]=2[N:5]=[C:6]([N:8]2[CH2:13][CH2:12][O:11][CH2:10][CH2:9]2)[N:7]=1.[CH3:23][O:24][C:25]1[CH:56]=[CH:55][C:28]([CH2:29][N:30]([CH2:46][C:47]2[CH:52]=[CH:51][C:50]([O:53][CH3:54])=[CH:49][CH:48]=2)[C:31]2[N:36]=[CH:35][C:34](B3OC(C)(C)C(C)(C)O3)=[CH:33][N:32]=2)=[CH:27][CH:26]=1.COC1C=CC=C(OC)C=1C1C=CC=CC=1P(C1CCCCC1)C1CCCCC1.P([O-])([O-])([O-])=O.[K+].[K+].[K+]. The catalyst is C([O-])(=O)C.[Pd+2].C([O-])(=O)C.CN(C)C=O. The product is [CH3:23][O:24][C:25]1[CH:26]=[CH:27][C:28]([CH2:29][N:30]([CH2:46][C:47]2[CH:48]=[CH:49][C:50]([O:53][CH3:54])=[CH:51][CH:52]=2)[C:31]2[N:36]=[CH:35][C:34]([C:2]3[C:3]4[CH2:16][CH2:15][N:14]([C:17]5[CH:22]=[CH:21][N:20]=[CH:19][CH:18]=5)[C:4]=4[N:5]=[C:6]([N:8]4[CH2:13][CH2:12][O:11][CH2:10][CH2:9]4)[N:7]=3)=[CH:33][N:32]=2)=[CH:55][CH:56]=1. The yield is 0.870. (8) The reactants are [NH2:1][C:2]1[C:11]2[C:6](=[C:7](I)[C:8]([Cl:12])=[CH:9][CH:10]=2)[N:5]=[N:4][C:3]=1[C:14]([NH:16][CH2:17][CH2:18][CH3:19])=[O:15].[CH3:20][C:21]1[CH:26]=[CH:25][C:24]([CH3:27])=[CH:23][C:22]=1B(O)O. No catalyst specified. The product is [NH2:1][C:2]1[C:11]2[C:6](=[C:7]([C:22]3[CH:23]=[C:24]([CH3:27])[CH:25]=[CH:26][C:21]=3[CH3:20])[C:8]([Cl:12])=[CH:9][CH:10]=2)[N:5]=[N:4][C:3]=1[C:14]([NH:16][CH2:17][CH2:18][CH3:19])=[O:15]. The yield is 0.450. (9) The reactants are C[O:2][C:3]([C:5]1([CH2:18][C:19]2[CH:24]=[CH:23][C:22]([Cl:25])=[CH:21][CH:20]=2)[CH2:10][CH2:9][N:8]([C:11]([O:13][C:14]([CH3:17])([CH3:16])[CH3:15])=[O:12])[CH2:7][CH2:6]1)=[O:4].O.[OH-].[Li+].Cl. The catalyst is O1CCOCC1.CO.O. The product is [C:14]([O:13][C:11]([N:8]1[CH2:7][CH2:6][C:5]([CH2:18][C:19]2[CH:24]=[CH:23][C:22]([Cl:25])=[CH:21][CH:20]=2)([C:3]([OH:4])=[O:2])[CH2:10][CH2:9]1)=[O:12])([CH3:17])([CH3:15])[CH3:16]. The yield is 1.00. (10) The reactants are CC1N=C(N2C(=O)N(CC3C=CC(C(F)(F)F)=CC=3)N=C2)SC=1C(OCC)=O.[CH3:29][C:30]1[N:31]=[C:32]([N:40]2[C:44](=[O:45])[N:43]([CH2:46][C:47]3[O:48][C:49]([C:52]([F:55])([F:54])[F:53])=[CH:50][CH:51]=3)[N:42]=[CH:41]2)[S:33][C:34]=1[C:35]([O:37]CC)=[O:36]. No catalyst specified. The product is [CH3:29][C:30]1[N:31]=[C:32]([N:40]2[C:44](=[O:45])[N:43]([CH2:46][C:47]3[O:48][C:49]([C:52]([F:54])([F:53])[F:55])=[CH:50][CH:51]=3)[N:42]=[CH:41]2)[S:33][C:34]=1[C:35]([OH:37])=[O:36]. The yield is 0.840.